This data is from Full USPTO retrosynthesis dataset with 1.9M reactions from patents (1976-2016). The task is: Predict the reactants needed to synthesize the given product. (1) Given the product [NH:32]1[CH2:31][CH:30]([NH:29][C:9]2[N:8]=[C:7]([N:1]3[CH2:6][CH2:5][O:4][CH2:3][CH2:2]3)[N:12]=[C:11]([C:13]3[CH:14]=[CH:15][C:16]([NH:19][C:20]([NH:21][C:22]4[CH:23]=[CH:24][N:25]=[CH:26][CH:27]=4)=[O:28])=[CH:17][CH:18]=3)[N:10]=2)[CH2:33]1, predict the reactants needed to synthesize it. The reactants are: [N:1]1([C:7]2[N:12]=[C:11]([C:13]3[CH:18]=[CH:17][C:16]([NH:19][C:20](=[O:28])[NH:21][C:22]4[CH:27]=[CH:26][N:25]=[CH:24][CH:23]=4)=[CH:15][CH:14]=3)[N:10]=[C:9]([NH:29][CH:30]3[CH2:33][N:32](C(OC(C)(C)C)=O)[CH2:31]3)[N:8]=2)[CH2:6][CH2:5][O:4][CH2:3][CH2:2]1.C(O)(C(F)(F)F)=O. (2) Given the product [CH3:1][O:2][C:3](=[O:19])[C:4]1[CH:9]=[CH:8][CH:7]=[C:6]([S:10][C:11]2[CH:12]=[N:13][CH:14]=[C:15]([CH2:17][O:18][C:25]3[CH:24]=[CH:23][C:22]([C:31](=[O:33])[CH3:32])=[C:21]([OH:20])[C:26]=3[CH2:27][CH2:28][CH3:29])[CH:16]=2)[CH:5]=1, predict the reactants needed to synthesize it. The reactants are: [CH3:1][O:2][C:3](=[O:19])[C:4]1[CH:9]=[CH:8][CH:7]=[C:6]([S:10][C:11]2[CH:12]=[N:13][CH:14]=[C:15]([CH2:17][OH:18])[CH:16]=2)[CH:5]=1.[OH:20][C:21]1[C:26]([CH2:27][CH2:28][CH3:29])=[C:25](O)[CH:24]=[CH:23][C:22]=1[C:31](=[O:33])[CH3:32]. (3) The reactants are: [C:1]([O:5][C:6]([NH:8][CH:9]([CH2:26][C:27]1[S:28][CH:29]=[CH:30][C:31]=1[F:32])[C:10]([NH:12][C@:13]1([C:22]([O:24]C)=[O:23])[CH2:15][C@@H:14]1[C:16]1[CH:21]=[CH:20][CH:19]=[CH:18][CH:17]=1)=[O:11])=[O:7])([CH3:4])([CH3:3])[CH3:2].[Li+].[OH-].Cl. Given the product [C:1]([O:5][C:6]([NH:8][CH:9]([CH2:26][C:27]1[S:28][CH:29]=[CH:30][C:31]=1[F:32])[C:10]([NH:12][C@:13]1([C:22]([OH:24])=[O:23])[CH2:15][C@@H:14]1[C:16]1[CH:17]=[CH:18][CH:19]=[CH:20][CH:21]=1)=[O:11])=[O:7])([CH3:4])([CH3:2])[CH3:3], predict the reactants needed to synthesize it.